The task is: Predict the product of the given reaction.. This data is from Forward reaction prediction with 1.9M reactions from USPTO patents (1976-2016). The product is: [CH3:8][C:3]1[CH:4]=[CH:5][CH:6]=[CH:7][C:2]=1[C:17](=[O:20])[CH2:16][CH2:15][CH2:14][N:9]1[CH2:13][CH2:12][CH2:11][CH2:10]1. Given the reactants I[C:2]1[CH:7]=[CH:6][CH:5]=[CH:4][C:3]=1[CH3:8].[N:9]1([CH2:14][CH2:15][CH2:16][C:17]#N)[CH2:13][CH2:12][CH2:11][CH2:10]1.C(O)(C(F)(F)F)=[O:20].CC#N, predict the reaction product.